Dataset: Full USPTO retrosynthesis dataset with 1.9M reactions from patents (1976-2016). Task: Predict the reactants needed to synthesize the given product. (1) Given the product [CH3:25][P:24](=[N:1][C:4]1[CH:5]=[N:6][CH:7]=[CH:8][C:9]=1[N:10]1[CH2:15][CH2:14][CH2:13][C@H:12]([NH:16][C:17](=[O:23])[O:18][C:19]([CH3:22])([CH3:21])[CH3:20])[CH2:11]1)([CH3:27])[CH3:26], predict the reactants needed to synthesize it. The reactants are: [N:1]([C:4]1[CH:5]=[N:6][CH:7]=[CH:8][C:9]=1[N:10]1[CH2:15][CH2:14][CH2:13][C@H:12]([NH:16][C:17](=[O:23])[O:18][C:19]([CH3:22])([CH3:21])[CH3:20])[CH2:11]1)=[N+]=[N-].[P:24]([CH3:27])([CH3:26])[CH3:25]. (2) The reactants are: [CH3:1][C:2]1[S:3][C:4]([CH3:33])=[C:5]([CH2:22][C:23]2[CH:28]=[CH:27][C:26]([C:29]([F:32])([F:31])[F:30])=[CH:25][CH:24]=2)[C:6]=1[C:7]([NH:9][C:10]1([C:13]2[CH:21]=[CH:20][C:16]([C:17]([OH:19])=[O:18])=[CH:15][CH:14]=2)[CH2:12][CH2:11]1)=[O:8].[OH-].[Na+:35]. Given the product [CH3:1][C:2]1[S:3][C:4]([CH3:33])=[C:5]([CH2:22][C:23]2[CH:24]=[CH:25][C:26]([C:29]([F:31])([F:30])[F:32])=[CH:27][CH:28]=2)[C:6]=1[C:7]([NH:9][C:10]1([C:13]2[CH:21]=[CH:20][C:16]([C:17]([O-:19])=[O:18])=[CH:15][CH:14]=2)[CH2:12][CH2:11]1)=[O:8].[Na+:35], predict the reactants needed to synthesize it.